From a dataset of Forward reaction prediction with 1.9M reactions from USPTO patents (1976-2016). Predict the product of the given reaction. (1) Given the reactants O.[NH2:2][NH2:3].[CH3:4][N:5]1[C:13]2[CH:12]=[CH:11][CH:10]=[C:9]([C:14]([O:16]C)=O)[C:8]=2[CH:7]=[CH:6]1.O, predict the reaction product. The product is: [CH3:4][N:5]1[C:13]2[CH:12]=[CH:11][CH:10]=[C:9]([C:14]([NH:2][NH2:3])=[O:16])[C:8]=2[CH:7]=[CH:6]1. (2) Given the reactants [F:1][C:2]1[CH:7]=[CH:6][C:5]([S:8][CH2:9][CH2:10][CH2:11][C:12]([OH:14])=O)=[CH:4][CH:3]=1.[CH3:15][O:16][C:17]1[CH:25]=[CH:24][CH:23]=[C:22]([O:26][CH3:27])[C:18]=1[CH2:19][NH:20][CH3:21], predict the reaction product. The product is: [CH3:27][O:26][C:22]1[CH:23]=[CH:24][CH:25]=[C:17]([O:16][CH3:15])[C:18]=1[CH2:19][N:20]([CH3:21])[C:12](=[O:14])[CH2:11][CH2:10][CH2:9][S:8][C:5]1[CH:4]=[CH:3][C:2]([F:1])=[CH:7][CH:6]=1. (3) Given the reactants C(OC([NH:8][C:9]1[CH:10]=[N:11][CH:12]=[CH:13][C:14]=1[C:15]([NH:17][C:18]1[CH:23]=[CH:22][C:21]([Cl:24])=[CH:20][CH:19]=1)=[O:16])=O)(C)(C)C.FC(F)(F)C(O)=O, predict the reaction product. The product is: [NH2:8][C:9]1[CH:10]=[N:11][CH:12]=[CH:13][C:14]=1[C:15]([NH:17][C:18]1[CH:23]=[CH:22][C:21]([Cl:24])=[CH:20][CH:19]=1)=[O:16]. (4) Given the reactants [NH2:1][C:2]1[N:7]=[CH:6][N:5]=[C:4]2[N:8]([CH:12]([C:14]3[CH:21]=[C:20]([Cl:22])[C:17]([C:18]#[N:19])=[C:16]([CH:23]4[CH2:26][NH:25][CH2:24]4)[C:15]=3[O:27][CH3:28])[CH3:13])[N:9]=[C:10]([CH3:11])[C:3]=12.C(N(CC)CC)C.[N:36]([C:39]([CH3:42])([CH3:41])[CH3:40])=[C:37]=[O:38], predict the reaction product. The product is: [NH2:1][C:2]1[N:7]=[CH:6][N:5]=[C:4]2[N:8]([CH:12]([C:14]3[C:15]([O:27][CH3:28])=[C:16]([CH:23]4[CH2:24][N:25]([C:37]([NH:36][C:39]([CH3:42])([CH3:41])[CH3:40])=[O:38])[CH2:26]4)[C:17]([C:18]#[N:19])=[C:20]([Cl:22])[CH:21]=3)[CH3:13])[N:9]=[C:10]([CH3:11])[C:3]=12. (5) The product is: [CH:34]1([N:31]2[CH2:32][CH2:33][N:28]([C:26](=[O:27])[CH2:25][N:14]3[CH2:13][CH2:12][C:7]4[NH:8][C:9]5[CH:10]=[C:11]([O:19][CH3:18])[CH:3]=[CH:4][C:5]=5[C:6]=4[CH2:15]3)[CH2:29][CH2:30]2)[CH2:37][CH2:36][CH2:35]1. Given the reactants CO[C:3]1[CH:11]=[CH:10][C:9]2[NH:8][C:7]3[CH2:12][CH2:13][NH:14][CH2:15][C:6]=3[C:5]=2[CH:4]=1.[Na+].[I-].[C:18]([O-])([O-])=[O:19].[K+].[K+].Cl[CH2:25][C:26]([N:28]1[CH2:33][CH2:32][N:31]([CH:34]2[CH2:37][CH2:36][CH2:35]2)[CH2:30][CH2:29]1)=[O:27], predict the reaction product.